Dataset: Reaction yield outcomes from USPTO patents with 853,638 reactions. Task: Predict the reaction yield, written as a fraction of the theoretical maximum amount of product (1.0 means a 100% yield; for example, 0.34 means a 34% yield). (1) The reactants are [Cl:1][C:2]1[N:6]([CH3:7])[CH:5]=[N:4][C:3]=1[CH:8]=[O:9].[BH4-].[Na+].O. The catalyst is CO. The product is [Cl:1][C:2]1[N:6]([CH3:7])[CH:5]=[N:4][C:3]=1[CH2:8][OH:9]. The yield is 0.820. (2) The reactants are C[Si](C)(C)[N-][Si](C)(C)C.[Na+].Cl[CH2:12][C:13]1[N:14]=[C:15]([NH2:18])[S:16][CH:17]=1.[CH3:19][OH:20]. No catalyst specified. The product is [CH3:19][O:20][CH2:12][C:13]1[N:14]=[C:15]([NH2:18])[S:16][CH:17]=1. The yield is 0.210.